Dataset: Reaction yield outcomes from USPTO patents with 853,638 reactions. Task: Predict the reaction yield, written as a fraction of the theoretical maximum amount of product (1.0 means a 100% yield; for example, 0.34 means a 34% yield). (1) The reactants are Cl.[NH2:2][CH2:3][CH2:4][CH2:5][NH:6][S:7]([CH3:10])(=[O:9])=[O:8].[NH2:11][C:12]1[C:13]([C:17](Cl)=[N:18][OH:19])=[N:14][O:15][N:16]=1. No catalyst specified. The product is [NH2:11][C:12]1[C:13]([C:17](=[N:18][OH:19])[NH:2][CH2:3][CH2:4][CH2:5][NH:6][S:7]([CH3:10])(=[O:9])=[O:8])=[N:14][O:15][N:16]=1. The yield is 0.190. (2) The reactants are [CH2:1]([O:5][CH2:6][C:7]1[CH:12]=[CH:11][C:10]([CH2:13][CH2:14][N+:15]([O-:17])=O)=[CH:9][CH:8]=1)[CH2:2][CH2:3][CH3:4].C[O-].[Na+].C(Cl)[Cl:22]. The catalyst is CO.[Ti](Cl)(Cl)(Cl)Cl. The product is [CH2:1]([O:5][CH2:6][C:7]1[CH:12]=[CH:11][C:10]([CH2:13][C:14]([Cl:22])=[N:15][OH:17])=[CH:9][CH:8]=1)[CH2:2][CH2:3][CH3:4]. The yield is 0.990. (3) The reactants are CS(C1C=C[C:8]([N:14]2[CH2:18][CH2:17][CH2:16][CH2:15]2)=C(C=1)C(O)=O)(=O)=O.Cl[C:20]1[CH:28]=[CH:27][C:26]([S:29](=[O:33])(=[O:32])[NH:30][CH3:31])=[CH:25][C:21]=1[C:22]([OH:24])=[O:23].N1CCCCC1. No catalyst specified. The product is [CH3:31][NH:30][S:29]([C:26]1[CH:27]=[CH:28][C:20]([N:14]2[CH2:8][CH2:15][CH2:16][CH2:17][CH2:18]2)=[C:21]([CH:25]=1)[C:22]([OH:24])=[O:23])(=[O:33])=[O:32]. The yield is 0.480. (4) The reactants are [Cl:1][C:2]1[CH:3]=[C:4]([C@H:12]([NH:14][S@:15]([C:17]([CH3:20])([CH3:19])[CH3:18])=[O:16])[CH3:13])[CH:5]=[C:6]([C:8]([F:11])([F:10])[F:9])[CH:7]=1.[Li+].[CH3:22][Si]([N-][Si](C)(C)C)(C)C.CI. The catalyst is C1COCC1. The product is [Cl:1][C:2]1[CH:3]=[C:4]([C@H:12]([N:14]([CH3:22])[S@:15]([C:17]([CH3:19])([CH3:18])[CH3:20])=[O:16])[CH3:13])[CH:5]=[C:6]([C:8]([F:11])([F:10])[F:9])[CH:7]=1. The yield is 0.765. (5) The reactants are [NH:1]1[CH:5]=[CH:4][CH:3]=[N:2]1.[H-].[Na+].Br[CH2:9][CH:10]1[CH2:15][CH2:14][CH2:13][CH2:12][CH2:11]1. The catalyst is CN(C)C=O. The product is [CH:10]1([CH2:9][N:1]2[CH:5]=[CH:4][CH:3]=[N:2]2)[CH2:15][CH2:14][CH2:13][CH2:12][CH2:11]1. The yield is 0.270. (6) The reactants are [NH2:1][C:2]1[C:16]([F:17])=[CH:15][C:5]([O:6][C:7]([CH3:14])([CH3:13])[C:8](OCC)=[O:9])=[C:4]([N:18]2[C:22](=[O:23])[N:21]([CH3:24])[N:20]=[N:19]2)[CH:3]=1.[BH4-].[Li+].CO.[OH-].[Na+]. The catalyst is CCOCC. The product is [NH2:1][C:2]1[C:16]([F:17])=[CH:15][C:5]([O:6][C:7]([CH3:13])([CH3:14])[CH2:8][OH:9])=[C:4]([N:18]2[C:22](=[O:23])[N:21]([CH3:24])[N:20]=[N:19]2)[CH:3]=1. The yield is 0.940. (7) The reactants are [CH2:1]([O:8][C:9]1[C:14](=[O:15])[CH:13]=[CH:12][NH:11][C:10]=1[CH3:16])[C:2]1[CH:7]=[CH:6][CH:5]=[CH:4][CH:3]=1.[Br:17]N1C(=O)CCC1=O. The catalyst is C(#N)C. The product is [CH2:1]([O:8][C:9]1[C:10]([CH3:16])=[N:11][CH:12]=[C:13]([Br:17])[C:14]=1[OH:15])[C:2]1[CH:3]=[CH:4][CH:5]=[CH:6][CH:7]=1. The yield is 0.880. (8) The reactants are [C:1]1([CH:7]([CH3:12])[CH2:8][C:9]([OH:11])=O)[CH:6]=[CH:5][CH:4]=[CH:3][CH:2]=1.Cl.[CH3:14][C:15]1[C:19]([CH2:20][N:21]2[CH:25]=[C:24]([NH2:26])[CH:23]=[N:22]2)=[C:18]([CH3:27])[O:17][N:16]=1. No catalyst specified. The product is [CH3:14][C:15]1[C:19]([CH2:20][N:21]2[CH:25]=[C:24]([NH:26][C:9](=[O:11])[CH2:8][CH:7]([C:1]3[CH:2]=[CH:3][CH:4]=[CH:5][CH:6]=3)[CH3:12])[CH:23]=[N:22]2)=[C:18]([CH3:27])[O:17][N:16]=1. The yield is 0.0600. (9) The reactants are [CH2:1]([O:3][C:4](=[O:16])[C:5]1[CH:10]=[CH:9][C:8]([NH:11][C:12](=[O:15])[CH:13]=[CH2:14])=[CH:7][CH:6]=1)[CH3:2].[NH:17]1[C:25]2[CH2:24][CH2:23][CH2:22][C:21](=[O:26])[C:20]=2[CH:19]=[CH:18]1.C(=O)([O-])[O-:28].[K+].[K+].O. The catalyst is CN(C)C=O. The product is [CH2:1]([O:3][C:4](=[O:16])[C:5]1[CH:10]=[CH:9][C:8]([NH:11][C:12](=[O:15])[CH2:13][CH2:14][N:17]2[C:25]3[CH2:24][CH2:23][CH2:22][C:21](=[O:26])[C:20]=3[CH2:19][C:18]2=[O:28])=[CH:7][CH:6]=1)[CH3:2]. The yield is 0.560.